From a dataset of Full USPTO retrosynthesis dataset with 1.9M reactions from patents (1976-2016). Predict the reactants needed to synthesize the given product. (1) Given the product [NH2:23][C:2]1[N:10]=[C:9]2[C:5]([NH:6][CH:7]=[N:8]2)=[C:4]([Cl:11])[N:3]=1, predict the reactants needed to synthesize it. The reactants are: F[C:2]1[N:10]=[C:9]2[C:5]([NH:6][CH:7]=[N:8]2)=[C:4]([Cl:11])[N:3]=1.C1C=C(Cl)C=C(C(OO)=O)C=1.[N:23]1C=CC=CC=1. (2) Given the product [CH3:1][C:2]1([CH3:29])[O:7][CH2:6][CH2:5][N:4]([C:8]([N:10]2[CH2:15][CH:14]([C:16]3[CH:21]=[CH:20][C:19]([C:22]([F:23])([F:25])[F:24])=[CH:18][CH:17]=3)[CH2:13][CH:12]([C:26]3[O:28][N:34]=[C:32]([CH3:33])[N:31]=3)[CH2:11]2)=[O:9])[CH2:3]1, predict the reactants needed to synthesize it. The reactants are: [CH3:1][C:2]1([CH3:29])[O:7][CH2:6][CH2:5][N:4]([C:8]([N:10]2[CH2:15][CH:14]([C:16]3[CH:21]=[CH:20][C:19]([C:22]([F:25])([F:24])[F:23])=[CH:18][CH:17]=3)[CH2:13][CH:12]([C:26]([OH:28])=O)[CH2:11]2)=[O:9])[CH2:3]1.O[N:31]=[C:32]([NH2:34])[CH3:33]. (3) Given the product [F:1][C:2]1[CH:3]=[CH:4][C:5]([CH2:8][C:9]2[CH:18]=[C:17]3[C:12]([C:13]([OH:36])=[C:14]([C:31]([NH:37][CH2:38][CH2:39][CH:40]([OH:42])[CH3:41])=[O:32])[C:15](=[O:30])[N:16]3[CH2:19][CH2:20][CH2:21][N:22]3[CH2:28][CH2:27][CH2:26][CH2:25][CH2:24][C:23]3=[O:29])=[N:11][CH:10]=2)=[CH:6][CH:7]=1, predict the reactants needed to synthesize it. The reactants are: [F:1][C:2]1[CH:7]=[CH:6][C:5]([CH2:8][C:9]2[CH:18]=[C:17]3[C:12]([C:13]([OH:36])=[C:14]([C:31](OCC)=[O:32])[C:15](=[O:30])[N:16]3[CH2:19][CH2:20][CH2:21][N:22]3[CH2:28][CH2:27][CH2:26][CH2:25][CH2:24][C:23]3=[O:29])=[N:11][CH:10]=2)=[CH:4][CH:3]=1.[NH2:37][CH2:38][CH2:39][CH:40]([OH:42])[CH3:41]. (4) Given the product [F:3][C:4]1[CH:39]=[C:38]([F:40])[CH:37]=[CH:36][C:5]=1[CH2:6][N:7]([CH2:29][CH2:30][CH2:31][CH2:32][CH2:33][CH2:34][CH3:35])[C:8](=[O:28])[CH2:9][C:10]1[CH:27]=[CH:26][C:13]([O:14][CH2:15][C:16]2[CH:25]=[CH:24][CH:23]=[CH:22][C:17]=2[C:18]([OH:20])=[O:19])=[CH:12][CH:11]=1, predict the reactants needed to synthesize it. The reactants are: [OH-].[Li+].[F:3][C:4]1[CH:39]=[C:38]([F:40])[CH:37]=[CH:36][C:5]=1[CH2:6][N:7]([CH2:29][CH2:30][CH2:31][CH2:32][CH2:33][CH2:34][CH3:35])[C:8](=[O:28])[CH2:9][C:10]1[CH:27]=[CH:26][C:13]([O:14][CH2:15][C:16]2[CH:25]=[CH:24][CH:23]=[CH:22][C:17]=2[C:18]([O:20]C)=[O:19])=[CH:12][CH:11]=1. (5) Given the product [F:17][C:13]1[CH:12]=[C:11]2[C:16]([C:8]([C:5]3[CH:4]=[CH:3][C:2]([NH:27][CH2:28][CH2:29][CH2:30][S:31]([NH2:34])(=[O:33])=[O:32])=[N:7][CH:6]=3)=[CH:9][N:10]2[S:18]([C:21]2[CH:26]=[CH:25][CH:24]=[CH:23][CH:22]=2)(=[O:20])=[O:19])=[CH:15][CH:14]=1, predict the reactants needed to synthesize it. The reactants are: Br[C:2]1[N:7]=[CH:6][C:5]([C:8]2[C:16]3[C:11](=[CH:12][C:13]([F:17])=[CH:14][CH:15]=3)[N:10]([S:18]([C:21]3[CH:26]=[CH:25][CH:24]=[CH:23][CH:22]=3)(=[O:20])=[O:19])[CH:9]=2)=[CH:4][CH:3]=1.[NH2:27][CH2:28][CH2:29][CH2:30][S:31]([NH2:34])(=[O:33])=[O:32].CCN(C(C)C)C(C)C.